Dataset: Forward reaction prediction with 1.9M reactions from USPTO patents (1976-2016). Task: Predict the product of the given reaction. (1) Given the reactants [F:1][C:2]1[CH:3]=[CH:4][C:5]([N+:21]([O-])=O)=[C:6]([NH:8][C@@H:9]2[CH2:14][CH2:13][C@H:12]([C:15]([NH:17][CH:18]([CH3:20])[CH3:19])=[O:16])[CH2:11][CH2:10]2)[CH:7]=1.C([O-])=O.[NH4+], predict the reaction product. The product is: [NH2:21][C:5]1[CH:4]=[CH:3][C:2]([F:1])=[CH:7][C:6]=1[NH:8][C@@H:9]1[CH2:10][CH2:11][C@H:12]([C:15]([NH:17][CH:18]([CH3:20])[CH3:19])=[O:16])[CH2:13][CH2:14]1. (2) The product is: [CH2:2]1[CH2:1][O:4][C:7]2([CH2:8][CH2:9][CH2:10][CH:11]([S:12]([C:15]3[CH:20]=[CH:19][CH:18]=[CH:17][CH:16]=3)(=[O:13])=[O:14])[CH:6]2[CH3:5])[O:3]1. Given the reactants [CH2:1]([OH:4])[CH2:2][OH:3].[CH3:5][CH:6]1[CH:11]([S:12]([C:15]2[CH:20]=[CH:19][CH:18]=[CH:17][CH:16]=2)(=[O:14])=[O:13])[CH2:10][CH2:9][CH2:8][C:7]1=O.C(=O)(O)[O-].[Na+], predict the reaction product. (3) Given the reactants I[C:2]1[N:7]=[C:6]([CH:8]([F:10])[F:9])[CH:5]=[C:4]([C:11]2[CH:16]=[CH:15][C:14]([C:17]([F:20])([F:19])[F:18])=[CH:13][CH:12]=2)[N:3]=1.[Cl:21][C:22]1[CH:27]=[C:26](I)[CH:25]=[CH:24][N:23]=1, predict the reaction product. The product is: [Cl:21][C:22]1[CH:27]=[C:26]([C:2]2[N:7]=[C:6]([CH:8]([F:10])[F:9])[CH:5]=[C:4]([C:11]3[CH:16]=[CH:15][C:14]([C:17]([F:20])([F:19])[F:18])=[CH:13][CH:12]=3)[N:3]=2)[CH:25]=[CH:24][N:23]=1. (4) Given the reactants B(O[O-])=O.[Na+].[I-:6].[K+].S(=O)(=O)(O)O.[C:13]([C:15]1[CH:20]=[CH:19][C:18]([NH:21]C(=O)C)=[C:17]([F:25])[CH:16]=1)#[N:14].S([O-])([O-])(=O)=S.[Na+].[Na+].S(=O)(O)[O-].[Na+], predict the reaction product. The product is: [NH2:21][C:18]1[C:19]([I:6])=[CH:20][C:15]([C:13]#[N:14])=[CH:16][C:17]=1[F:25]. (5) Given the reactants [F:1][C:2]1[CH:3]=[C:4]([CH:6]=[C:7]([F:9])[CH:8]=1)[NH2:5].Cl[C:11]1[C:12](=[O:25])[NH:13][C:14](=[O:24])[C:15]=1[C:16]1[CH:21]=[CH:20][CH:19]=[C:18]([F:22])[C:17]=1[F:23].Cl, predict the reaction product. The product is: [F:1][C:2]1[CH:3]=[C:4]([NH:5][C:11]2[C:12](=[O:25])[NH:13][C:14](=[O:24])[C:15]=2[C:16]2[CH:21]=[CH:20][CH:19]=[C:18]([F:22])[C:17]=2[F:23])[CH:6]=[C:7]([F:9])[CH:8]=1. (6) Given the reactants [Cl:1][C:2]1[CH:3]=[C:4]([C:17]#[CH:18])[C:5]([CH3:16])=[C:6]([NH:8]C(=O)OC(C)(C)C)[CH:7]=1.FC(F)(F)C(O)=O, predict the reaction product. The product is: [Cl:1][C:2]1[CH:3]=[C:4]([C:17]#[CH:18])[C:5]([CH3:16])=[C:6]([CH:7]=1)[NH2:8]. (7) Given the reactants [F:1][C:2]1[C:3]([F:27])=[C:4]2[O:9][C:8]3([CH2:12][CH2:11][CH2:10]3)[CH2:7][N:6]3[CH:13]=[C:14]([C:22]([O:24][CH2:25][CH3:26])=[O:23])[C:15](=[O:21])[C:16]([C:17]=1[N+:18]([O-])=O)=[C:5]23, predict the reaction product. The product is: [NH2:18][C:17]1[C:16]2[C:15](=[O:21])[C:14]([C:22]([O:24][CH2:25][CH3:26])=[O:23])=[CH:13][N:6]3[CH2:7][C:8]4([CH2:12][CH2:11][CH2:10]4)[O:9][C:4]([C:5]=23)=[C:3]([F:27])[C:2]=1[F:1]. (8) Given the reactants [F:1][CH:2]([F:17])[CH2:3][CH2:4][CH2:5][N:6]1[C:14]2[C:9](=[N:10][CH:11]=[CH:12][CH:13]=2)[N:8]=[C:7]1[CH2:15]O.[CH:18]1([N:21]2[C:29]3[CH:28]=[CH:27][N:26]=[CH:25][C:24]=3[NH:23][C:22]2=[O:30])[CH2:20][CH2:19]1.C1(P(C2C=CC=CC=2)C2C=CC=CC=2)C=CC=CC=1.N(/C(OC(C)C)=O)=N\C(OC(C)C)=O, predict the reaction product. The product is: [CH:18]1([N:21]2[C:29]3[CH:28]=[CH:27][N:26]=[CH:25][C:24]=3[N:23]([CH2:15][C:7]3[N:6]([CH2:5][CH2:4][CH2:3][CH:2]([F:17])[F:1])[C:14]4[C:9]([N:8]=3)=[N:10][CH:11]=[CH:12][CH:13]=4)[C:22]2=[O:30])[CH2:20][CH2:19]1. (9) Given the reactants [C:1]([O:5][C:6]([N:8]1[CH2:13][CH2:12][N:11]([C:14]2[N:22]([C:23]3[CH:28]=[CH:27][CH:26]=[CH:25][C:24]=3[CH:29]=O)[C:21]3[C:20](=[O:31])[N:19]([CH3:32])[C:18](=[O:33])[N:17]([CH3:34])[C:16]=3[N:15]=2)[CH2:10][CH2:9]1)=[O:7])([CH3:4])([CH3:3])[CH3:2].Cl.[NH2:36][OH:37].C([O-])(=O)C.[K+], predict the reaction product. The product is: [C:1]([O:5][C:6]([N:8]1[CH2:9][CH2:10][N:11]([C:14]2[N:22]([C:23]3[CH:28]=[CH:27][CH:26]=[CH:25][C:24]=3[CH:29]=[N:36][OH:37])[C:21]3[C:20](=[O:31])[N:19]([CH3:32])[C:18](=[O:33])[N:17]([CH3:34])[C:16]=3[N:15]=2)[CH2:12][CH2:13]1)=[O:7])([CH3:3])([CH3:2])[CH3:4].